This data is from Experimentally validated miRNA-target interactions with 360,000+ pairs, plus equal number of negative samples. The task is: Binary Classification. Given a miRNA mature sequence and a target amino acid sequence, predict their likelihood of interaction. (1) The miRNA is hsa-miR-4510 with sequence UGAGGGAGUAGGAUGUAUGGUU. The protein sequence of the target gene is MAPFPEEVDVFTAPHWRMKQLVGLYCDKLSKTNFSNNNDFRALLQSLYATFKEFKMHEQIENEYIIGLLQQRSQTIYNVHSDNKLSEMLSLFEKGLKNVKNEYEQLNYAKQLKERLEAFTRDFLPHMKEEEEVFQPMLMEYFTYEELKDIKKKVIAQHCSQKDTAELLRGLSLWNHAEERQKFFKYSVDEKSDKEAEVSEHSTGITHLPPEVMLSIFSYLNPQELCRCSQVSMKWSQLTKTGSLWKHLYPVHWARGDWYSGPATELDTEPDDEWVKNRKDESRAFHEWDEDADIDESEES.... Result: 0 (no interaction). (2) The miRNA is mmu-miR-466a-5p with sequence UAUGUGUGUGUACAUGUACAUA. The protein sequence of the target gene is MAAPAEAEVAAAPGLTEAAEAAELTRALSRLLPGLETESKLGRRRALEALEQVLEEAVRPGADSAAFQGPWARLLLPRLLRLLSDPAEGCRALAAHLLDLGLRRAARPRDALPRLLPALSARLARPELARPPPEPCEELRLALVQLLHLAVDLGGAALAPHLDDAVRALRAALLDPFAAVRREGCECAAALARATPEHFHMQSESLIGPLMQTISHQHWKVRVAVIEATGTVIQFGSGNSVDDVLSHFAQRLFDDVPQVRQAVTSVVGGWLLNLRDRYSFLHKLTPLLLSSFSDEMPEIR.... Result: 1 (interaction). (3) The miRNA is hsa-miR-526b-5p with sequence CUCUUGAGGGAAGCACUUUCUGU. The protein sequence of the target gene is MMCEVMPTINEDTPMSQRGSQSSGSDSDSHFEQLMVNMLDERDRLLDTLRETQESLSLAQQRLQDVIYDRDSLQRQLNSALPQDIESLTGGLTGSKGADPPEFAALTKELNACREQLLEKEEEISELKAERNNTRLLLEHLECLVSRHERSLRMTVVKRQAQSPSGVSSEVEVLKALKSLFEHHKALDEKVRERLRVSLERVSALEEELAAANQEIVALREQNVHIQRKMVSSEGSTESEHLEGMEAGQKVHEKRLSNGSIDSTDDTSQIVELQELLEKQNYEMAQMKERLTALSSRVGE.... Result: 0 (no interaction). (4) The miRNA is hsa-miR-4700-5p with sequence UCUGGGGAUGAGGACAGUGUGU. The protein sequence of the target gene is MTHSKGRPVTYKTSASPESGGGFVDWTLNLNTIQSDKFLNLLLSMVPVIYQKNQEDRHKKVNGIWQDGLSGAAQTFSKRSEPHLDYHEFSEQAFHSSSSGHTPASCSPKYDDYAGYNYCDGREASETTAMLQDEDLSSEGDDVIVETSQRIPKESSGVMALQILVPFLLAGFGTVSAGMVLDIVQHWEVFKNVTEVFILVPALLGLKGNLEMTLASRLSTAVNVGKMDSPIEKWNLIIGNLALKQVQATVVGFLAAVAAIILGWIPEGKYYLSHSILLCSSSVATAFIASLLQGIIMVGV.... Result: 0 (no interaction).